Task: Predict the reactants needed to synthesize the given product.. Dataset: Full USPTO retrosynthesis dataset with 1.9M reactions from patents (1976-2016) (1) Given the product [Cl:8][C:9]1[CH:10]=[CH:11][CH:12]=[C:13]2[C:22]=1[C:16]1([CH2:21][CH2:20][N:19]([C:50]([NH:49][CH:40]3[CH:39]4[CH2:48][CH:43]5[CH2:44][CH:45]([CH2:47][CH:41]3[CH2:42]5)[CH2:46]4)=[O:51])[CH2:18][CH2:17]1)[N:15]([CH2:23][C:24]1[CH:25]=[CH:26][C:27]([O:30][CH3:31])=[CH:28][CH:29]=1)[C:14]2=[S:32], predict the reactants needed to synthesize it. The reactants are: OC(C(F)(F)F)=O.[Cl:8][C:9]1[CH:10]=[CH:11][CH:12]=[C:13]2[C:22]=1[C:16]1([CH2:21][CH2:20][NH:19][CH2:18][CH2:17]1)[N:15]([CH2:23][C:24]1[CH:29]=[CH:28][C:27]([O:30][CH3:31])=[CH:26][CH:25]=1)[C:14]2=[S:32].C([O-])([O-])=O.[K+].[K+].[CH:39]12[CH2:48][CH:43]3[CH2:44][CH:45]([CH2:47][CH:41]([CH2:42]3)[CH:40]1[N:49]=[C:50]=[O:51])[CH2:46]2.NC(N)=O. (2) Given the product [C:15]([C:12]1[CH:13]=[CH:14][C:9]([C@@H:8]2[C:3]([C:1]#[N:2])=[C:4]([CH3:44])[N:5]([C:34]3[CH:39]=[CH:38][CH:37]=[C:36]([C:40]([F:42])([F:41])[F:43])[CH:35]=3)[C:6](=[O:33])[N:7]2[C:21]([N:49]2[CH2:50][CH2:51][CH2:52][C@@H:47]([O:46][CH3:45])[CH2:48]2)=[O:22])=[C:10]([S:17]([CH3:20])(=[O:18])=[O:19])[CH:11]=1)#[N:16], predict the reactants needed to synthesize it. The reactants are: [C:1]([C:3]1[C@@H:8]([C:9]2[CH:14]=[CH:13][C:12]([C:15]#[N:16])=[CH:11][C:10]=2[S:17]([CH3:20])(=[O:19])=[O:18])[N:7]([C:21](OC2C=CC([N+]([O-])=O)=CC=2)=[O:22])[C:6](=[O:33])[N:5]([C:34]2[CH:39]=[CH:38][CH:37]=[C:36]([C:40]([F:43])([F:42])[F:41])[CH:35]=2)[C:4]=1[CH3:44])#[N:2].[CH3:45][O:46][C@@H:47]1[CH2:52][CH2:51][CH2:50][NH:49][CH2:48]1. (3) Given the product [NH2:2][CH2:1][C:3]1[CH:8]=[CH:7][CH:6]=[CH:5][C:4]=1[S:9]([NH:12][C:13]1[C:14]([F:23])=[CH:15][C:16]2[CH2:20][O:19][B:18]([OH:21])[C:17]=2[CH:22]=1)(=[O:10])=[O:11], predict the reactants needed to synthesize it. The reactants are: [C:1]([C:3]1[CH:8]=[CH:7][CH:6]=[CH:5][C:4]=1[S:9]([NH:12][C:13]1[C:14]([F:23])=[CH:15][C:16]2[CH2:20][O:19][B:18]([OH:21])[C:17]=2[CH:22]=1)(=[O:11])=[O:10])#[N:2].N. (4) Given the product [CH3:29][O:28][C:26](=[O:27])[CH2:25][C:24]1[N:20]([CH2:31][C:32]2[CH:39]=[CH:38][C:35]([C:36]#[N:37])=[C:34]([C:40]3[C:49]4[C:44](=[CH:45][CH:46]=[CH:47][CH:48]=4)[CH:43]=[CH:42][CH:41]=3)[CH:33]=2)[CH:21]=[N:22][CH:23]=1, predict the reactants needed to synthesize it. The reactants are: C([N:20]1[C:24]([CH2:25][C:26]([O:28][CH3:29])=[O:27])=[CH:23][N:22]=[CH:21]1)(C1C=CC=CC=1)(C1C=CC=CC=1)C1C=CC=CC=1.Br[CH2:31][C:32]1[CH:39]=[CH:38][C:35]([C:36]#[N:37])=[C:34]([C:40]2[C:49]3[C:44](=[CH:45][CH:46]=[CH:47][CH:48]=3)[CH:43]=[CH:42][CH:41]=2)[CH:33]=1.C(OCC)C.